Dataset: Full USPTO retrosynthesis dataset with 1.9M reactions from patents (1976-2016). Task: Predict the reactants needed to synthesize the given product. (1) Given the product [OH:1][CH:2]([C:19]1[CH:20]=[CH:21][C:22]2[S:27][C:26]3[N:28]=[CH:29][CH:30]=[N:31][C:25]=3[NH:24][C:23]=2[CH:32]=1)[CH2:3][N:4]1[CH2:5][CH2:6][CH:7]([CH2:10][CH2:11][CH:12]([CH3:18])[C:13]([O:15][CH2:16][CH3:17])=[O:14])[CH2:8][CH2:9]1, predict the reactants needed to synthesize it. The reactants are: [O:1]=[C:2]([C:19]1[CH:20]=[CH:21][C:22]2[S:27][C:26]3[N:28]=[CH:29][CH:30]=[N:31][C:25]=3[NH:24][C:23]=2[CH:32]=1)[CH2:3][N:4]1[CH2:9][CH2:8][CH:7]([CH2:10][CH2:11][CH:12]([CH3:18])[C:13]([O:15][CH2:16][CH3:17])=[O:14])[CH2:6][CH2:5]1.[BH4-].[Na+].C(OCC)(=O)C. (2) Given the product [C:14]1([CH:20]=[CH:21][CH2:22][N:23]([CH2:24][CH:25]=[CH2:26])[C:6](=[O:11])[C:7]([F:8])([F:9])[F:10])[CH:19]=[CH:18][CH:17]=[CH:16][CH:15]=1, predict the reactants needed to synthesize it. The reactants are: [F:8][C:7]([F:10])([F:9])[C:6](O[C:6](=[O:11])[C:7]([F:10])([F:9])[F:8])=[O:11].[C:14]1([CH:20]=[CH:21][CH2:22][NH:23][CH2:24][CH:25]=[CH2:26])[CH:19]=[CH:18][CH:17]=[CH:16][CH:15]=1.C(N(CC)CC)C. (3) Given the product [F:4][C:5]1[CH:6]=[C:7]([CH:11]=[CH:12][C:13]=1[F:14])[C:8]([NH:3][CH3:2])=[O:9], predict the reactants needed to synthesize it. The reactants are: Cl.[CH3:2][NH2:3].[F:4][C:5]1[CH:6]=[C:7]([CH:11]=[CH:12][C:13]=1[F:14])[C:8](O)=[O:9].